From a dataset of Full USPTO retrosynthesis dataset with 1.9M reactions from patents (1976-2016). Predict the reactants needed to synthesize the given product. (1) Given the product [CH3:22][CH:21]([CH3:23])[CH2:20][CH2:19][N:18]1[C:17]2[CH:24]=[CH:25][C:26]([C:28]([NH2:30])=[NH:29])=[CH:27][C:16]=2[N:15]=[C:14]1[CH2:13][N:6]1[C:7]2[CH:12]=[CH:11][CH:10]=[CH:9][C:8]=2[NH:4][C:5]1=[O:31], predict the reactants needed to synthesize it. The reactants are: C([N:4]1[C:8]2[CH:9]=[CH:10][CH:11]=[CH:12][C:7]=2[N:6]([CH2:13][C:14]2[N:18]([CH2:19][CH2:20][CH:21]([CH3:23])[CH3:22])[C:17]3[CH:24]=[CH:25][C:26]([C:28]([NH2:30])=[NH:29])=[CH:27][C:16]=3[N:15]=2)[C:5]1=[O:31])(C)=C. (2) Given the product [C:10]1([C:30]2[CH:31]=[CH:32][CH:33]=[CH:34][CH:35]=2)[CH:15]=[CH:14][C:13]([C:16]2[C:28]([Cl:29])=[CH:27][C:19]3[N:20]([CH2:8][O:7][CH2:6][CH2:5][Si:2]([CH3:1])([CH3:3])[CH3:4])[C:21]([S:23]([CH3:26])(=[O:24])=[O:25])=[N:22][C:18]=3[CH:17]=2)=[CH:12][CH:11]=1, predict the reactants needed to synthesize it. The reactants are: [CH3:1][Si:2]([CH2:5][CH2:6][O:7][CH2:8]Cl)([CH3:4])[CH3:3].[C:10]1([C:30]2[CH:35]=[CH:34][CH:33]=[CH:32][CH:31]=2)[CH:15]=[CH:14][C:13]([C:16]2[C:28]([Cl:29])=[CH:27][C:19]3[NH:20][C:21]([S:23]([CH3:26])(=[O:25])=[O:24])=[N:22][C:18]=3[CH:17]=2)=[CH:12][CH:11]=1.CCN(C(C)C)C(C)C. (3) Given the product [Cl:1][C:2]1[CH:3]=[C:4]([NH:9][C:10]2[C:19]3[C:14](=[CH:15][C:16]([O:25][CH2:26][CH2:27][N:30]([CH:31]4[CH2:35][O:34][C:33](=[O:36])[CH2:32]4)[CH3:29])=[C:17]([O:20][CH2:21][CH:22]4[CH2:24][CH2:23]4)[CH:18]=3)[N:13]=[CH:12][N:11]=2)[CH:5]=[CH:6][C:7]=1[F:8], predict the reactants needed to synthesize it. The reactants are: [Cl:1][C:2]1[CH:3]=[C:4]([NH:9][C:10]2[C:19]3[C:14](=[CH:15][C:16]([O:25][CH2:26][CH2:27]Br)=[C:17]([O:20][CH2:21][CH:22]4[CH2:24][CH2:23]4)[CH:18]=3)[N:13]=[CH:12][N:11]=2)[CH:5]=[CH:6][C:7]=1[F:8].[CH3:29][NH:30][CH:31]1[CH2:35][O:34][C:33](=[O:36])[CH2:32]1.C(=O)([O-])[O-].[K+].[K+].[I-].[Na+]. (4) The reactants are: C(OC([N:8]1[CH2:13][CH2:12][CH:11]([N:14]2[CH:18]=[C:17]([NH:19][C:20]3[N:38]=[C:23]4[C:24]([C:28]5[CH:33]=[CH:32][C:31]([S:34]([CH3:37])(=[O:36])=[O:35])=[CH:30][CH:29]=5)=[CH:25][CH:26]=[CH:27][N:22]4[N:21]=3)[CH:16]=[N:15]2)[CH2:10][CH2:9]1)=O)(C)(C)C.FC(F)(F)C(O)=O. Given the product [CH3:37][S:34]([C:31]1[CH:30]=[CH:29][C:28]([C:24]2[C:23]3[N:22]([N:21]=[C:20]([NH:19][C:17]4[CH:16]=[N:15][N:14]([CH:11]5[CH2:12][CH2:13][NH:8][CH2:9][CH2:10]5)[CH:18]=4)[N:38]=3)[CH:27]=[CH:26][CH:25]=2)=[CH:33][CH:32]=1)(=[O:36])=[O:35], predict the reactants needed to synthesize it. (5) Given the product [CH2:9]([O:8][C:6]([C:4]1[N:3]([CH2:14][C:15]2[CH:32]=[CH:31][C:18]3[CH2:19][CH2:20][N:21]([C:24]([O:26][C:27]([CH3:28])([CH3:30])[CH3:29])=[O:25])[CH2:22][CH2:23][C:17]=3[CH:16]=2)[CH:2]=[N:1][CH:5]=1)=[O:7])[CH3:10], predict the reactants needed to synthesize it. The reactants are: [NH:1]1[CH:5]=[C:4]([C:6]([O:8][CH2:9][CH3:10])=[O:7])[N:3]=[CH:2]1.[H-].[Na+].Br[CH2:14][C:15]1[CH:32]=[CH:31][C:18]2[CH2:19][CH2:20][N:21]([C:24]([O:26][C:27]([CH3:30])([CH3:29])[CH3:28])=[O:25])[CH2:22][CH2:23][C:17]=2[CH:16]=1.